This data is from Catalyst prediction with 721,799 reactions and 888 catalyst types from USPTO. The task is: Predict which catalyst facilitates the given reaction. Reactant: [CH3:1][N:2]([CH3:6])[CH2:3][CH2:4][OH:5].[H-].[Na+].F[C:10]1[CH:19]=[CH:18][CH:17]=[C:16]2[C:11]=1[C:12]([NH:20][C:21]1[CH:26]=[CH:25][C:24]([OH:27])=[C:23]([O:28][CH3:29])[CH:22]=1)=[N:13][CH:14]=[N:15]2.[Cl-].[NH4+:31]. Product: [CH3:1][N:2]([CH3:6])[CH2:3][CH2:4][O:5][C:10]1[CH:19]=[CH:18][CH:17]=[C:16]2[C:11]=1[C:12]([NH:20][C:21]1[CH:26]=[CH:25][C:24]([O:27][CH2:21][C:22]3[CH:23]=[C:24]([CH3:25])[O:27][N:31]=3)=[C:23]([O:28][CH3:29])[CH:22]=1)=[N:13][CH:14]=[N:15]2. The catalyst class is: 44.